Dataset: Full USPTO retrosynthesis dataset with 1.9M reactions from patents (1976-2016). Task: Predict the reactants needed to synthesize the given product. (1) Given the product [CH2:26]([O:25][C:23]([CH2:22][N:8]([S:9]([C:12]1[CH:17]=[CH:16][C:15]([N+:18]([O-:20])=[O:19])=[CH:14][CH:13]=1)(=[O:10])=[O:11])[CH:3]([CH2:2][OH:1])[C:4]([O:6][CH3:7])=[O:5])=[O:24])[CH3:27], predict the reactants needed to synthesize it. The reactants are: [OH:1][CH2:2][CH:3]([NH:8][S:9]([C:12]1[CH:17]=[CH:16][C:15]([N+:18]([O-:20])=[O:19])=[CH:14][CH:13]=1)(=[O:11])=[O:10])[C:4]([O:6][CH3:7])=[O:5].Br[CH2:22][C:23]([O:25][CH2:26][CH3:27])=[O:24].O.C([O-])(=O)C. (2) Given the product [O:12]1[CH2:17][CH2:16][O:15][C:14]2[CH:18]=[C:19]([C:2]3[CH:9]=[CH:8][CH:7]=[C:6]([CH2:10][OH:11])[C:3]=3[C:4]#[N:5])[CH:20]=[CH:21][C:13]1=2, predict the reactants needed to synthesize it. The reactants are: Cl[C:2]1[CH:9]=[CH:8][CH:7]=[C:6]([CH2:10][OH:11])[C:3]=1[C:4]#[N:5].[O:12]1[CH2:17][CH2:16][O:15][C:14]2[CH:18]=[C:19](C3C(C)=C(CO)C=CC=3)[CH:20]=[CH:21][C:13]1=2.